This data is from Forward reaction prediction with 1.9M reactions from USPTO patents (1976-2016). The task is: Predict the product of the given reaction. (1) Given the reactants [F:1][C:2]1[CH:7]=[CH:6][C:5]([N+:8]([O-:10])=[O:9])=[CH:4][C:3]=1[CH2:11][C:12]([OH:14])=[O:13].S(=O)(=O)(O)O.[CH3:20]O, predict the reaction product. The product is: [F:1][C:2]1[CH:7]=[CH:6][C:5]([N+:8]([O-:10])=[O:9])=[CH:4][C:3]=1[CH2:11][C:12]([O:14][CH3:20])=[O:13]. (2) Given the reactants C(Cl)Cl.CCCCCCCCCCCCCCC[C:19]1[C:24](=[O:25])[N:23]([CH3:26])[C:21](=[O:22])[C:20]=1[C:27]1[C:35]2[C:30](=[CH:31][CH:32]=[CH:33][CH:34]=2)[N:29]([CH3:36])[CH:28]=1.[C:37](Cl)(=[O:44])C1C=CC=CC=1.[OH-].[Na+], predict the reaction product. The product is: [CH3:36][N:29]1[C:30]2[C:35](=[CH:34][CH:33]=[CH:32][CH:31]=2)[C:27]([C:20]2[C:21](=[O:22])[N:23]([CH3:26])[C:24](=[O:25])[C:19]=2[O:44][CH3:37])=[CH:28]1. (3) Given the reactants Cl[C:2]1[N:7]=[C:6](Cl)[C:5]([N+:9]([O-:11])=[O:10])=[C:4]([CH3:12])[N:3]=1.[CH3:13][C:14]1[NH:15][CH:16]=[CH:17][N:18]=1.[CH2:19]([N:26]1[CH2:31][CH2:30][NH:29][CH2:28][CH2:27]1)[C:20]1[CH:25]=[CH:24][CH:23]=[CH:22][CH:21]=1, predict the reaction product. The product is: [CH2:19]([N:26]1[CH2:31][CH2:30][N:29]([C:2]2[N:7]=[C:6]([N:15]3[CH:16]=[CH:17][N:18]=[C:14]3[CH3:13])[C:5]([N+:9]([O-:11])=[O:10])=[C:4]([CH3:12])[N:3]=2)[CH2:28][CH2:27]1)[C:20]1[CH:21]=[CH:22][CH:23]=[CH:24][CH:25]=1. (4) Given the reactants [CH2:1]([O:3][CH:4]([CH2:10][C:11]1[CH:16]=[CH:15][C:14]([OH:17])=[C:13]([CH3:18])[CH:12]=1)[C:5]([O:7][CH2:8][CH3:9])=[O:6])[CH3:2].[CH3:19][S:20]([O:23][C:24]1[CH:29]=[CH:28][C:27]([CH2:30][CH2:31]OS(C)(=O)=O)=[CH:26][CH:25]=1)(=[O:22])=[O:21].C(=O)([O-])[O-].[K+].[K+], predict the reaction product. The product is: [CH2:1]([O:3][CH:4]([CH2:10][C:11]1[CH:16]=[CH:15][C:14]([O:17][CH2:31][CH2:30][C:27]2[CH:26]=[CH:25][C:24]([O:23][S:20]([CH3:19])(=[O:21])=[O:22])=[CH:29][CH:28]=2)=[C:13]([CH3:18])[CH:12]=1)[C:5]([O:7][CH2:8][CH3:9])=[O:6])[CH3:2]. (5) Given the reactants Br[C:2]1[CH:7]=[CH:6][CH:5]=[C:4]([S:8]([CH2:11][CH3:12])(=[O:10])=[O:9])[CH:3]=1.[F:13][C:14]([F:36])([F:35])[C:15]1[N:19]([C:20]2[CH:25]=[CH:24][C:23]([OH:26])=[CH:22][CH:21]=2)[C:18]2[CH:27]=[CH:28][CH:29]=[C:30]([C:31]([F:34])([F:33])[F:32])[C:17]=2[N:16]=1, predict the reaction product. The product is: [CH2:11]([S:8]([C:4]1[CH:3]=[C:2]([CH:7]=[CH:6][CH:5]=1)[O:26][C:23]1[CH:22]=[CH:21][C:20]([N:19]2[C:18]3[CH:27]=[CH:28][CH:29]=[C:30]([C:31]([F:32])([F:33])[F:34])[C:17]=3[N:16]=[C:15]2[C:14]([F:36])([F:35])[F:13])=[CH:25][CH:24]=1)(=[O:10])=[O:9])[CH3:12]. (6) Given the reactants [Cl:1][C:2]1[C:3]([CH2:21][C:22]([OH:24])=O)=[C:4]([F:20])[C:5]([NH:8][CH2:9][C:10]([F:19])([F:18])[C:11]2[CH:16]=[CH:15][CH:14]=[CH:13][N+:12]=2[O-])=[N:6][CH:7]=1.[NH2:25][CH2:26][C:27]1[CH:32]=[C:31]([Cl:33])[CH:30]=[CH:29][C:28]=1[CH2:34][CH2:35][NH:36][C:37](=[O:43])[O:38][C:39]([CH3:42])([CH3:41])[CH3:40].C(Cl)CCl.C1C=NC2N(O)N=NC=2C=1, predict the reaction product. The product is: [Cl:33][C:31]1[CH:30]=[CH:29][C:28]([CH2:34][CH2:35][NH:36][C:37](=[O:43])[O:38][C:39]([CH3:41])([CH3:42])[CH3:40])=[C:27]([CH2:26][NH:25][C:22](=[O:24])[CH2:21][C:3]2[C:2]([Cl:1])=[CH:7][N:6]=[C:5]([NH:8][CH2:9][C:10]([F:18])([F:19])[C:11]3[CH:16]=[CH:15][CH:14]=[CH:13][N:12]=3)[C:4]=2[F:20])[CH:32]=1. (7) Given the reactants [Cl:1][C:2]1[CH:11]=[CH:10][CH:9]=[C:8]2[C:3]=1[C:4](=[O:24])[NH:5][C:6]([C:12]1[CH:17]=[C:16]([CH3:18])[C:15]([O:19][CH2:20][CH2:21]O)=[C:14]([CH3:23])[CH:13]=1)=[N:7]2.C(Br)(Br)(Br)[Br:26].C1(P(C2C=CC=CC=2)C2C=CC=CC=2)C=CC=CC=1, predict the reaction product. The product is: [Br:26][CH2:21][CH2:20][O:19][C:15]1[C:16]([CH3:18])=[CH:17][C:12]([C:6]2[NH:5][C:4](=[O:24])[C:3]3[C:8](=[CH:9][CH:10]=[CH:11][C:2]=3[Cl:1])[N:7]=2)=[CH:13][C:14]=1[CH3:23]. (8) Given the reactants [CH3:1][N:2]([CH2:4][C:5]1[CH:6]=[C:7]([CH:10]=[CH:11][CH:12]=1)[CH:8]=O)[CH3:3].[O:13]1[C:17]([C:18]2[CH:23]=[CH:22][C:21]([NH:24][NH2:25])=[CH:20][CH:19]=2)=[CH:16][N:15]=[CH:14]1, predict the reaction product. The product is: [O:13]1[C:17]([C:18]2[CH:19]=[CH:20][C:21]([NH:24][N:25]=[CH:8][C:7]3[CH:10]=[CH:11][CH:12]=[C:5]([CH2:4][N:2]([CH3:3])[CH3:1])[CH:6]=3)=[CH:22][CH:23]=2)=[CH:16][N:15]=[CH:14]1. (9) Given the reactants O.C(=O)([O-])O.[Na+].Cl.[Br:8][C:9]1[CH:21]=[CH:20][CH:19]=[CH:18][C:10]=1[CH2:11][C@H:12]([C:14]([O:16][CH3:17])=[O:15])[NH2:13].Cl[C:23]([O:25][CH3:26])=[O:24], predict the reaction product. The product is: [Br:8][C:9]1[CH:21]=[CH:20][CH:19]=[CH:18][C:10]=1[CH2:11][C@H:12]([C:14]([O:16][CH3:17])=[O:15])[NH:13][C:23]([O:25][CH3:26])=[O:24]. (10) Given the reactants [NH:1]1[C:9]2[C:4](=[CH:5][CH:6]=[CH:7][CH:8]=2)[CH:3]=[CH:2]1.[C:21]([O:20][C:18](O[C:18]([O:20][C:21]([CH3:24])(C)C)=[O:19])=[O:19])(C)(C)[CH3:24].O1CC[CH2:27][CH2:26]1, predict the reaction product. The product is: [CH2:21]([O:20][C:18]([N:1]1[C:9]2[C:4](=[CH:5][CH:6]=[CH:7][CH:8]=2)[CH:3]=[CH:2]1)=[O:19])[CH2:24][CH2:26][CH3:27].